From a dataset of Full USPTO retrosynthesis dataset with 1.9M reactions from patents (1976-2016). Predict the reactants needed to synthesize the given product. Given the product [C:20]1(=[O:30])[N:24]([CH2:8][C@H:7]([OH:9])[CH2:6][NH:5][C:4]2[CH:10]=[CH:11][C:12]([N:13]3[CH2:18][CH2:17][O:16][CH2:15][CH2:14]3)=[C:2]([F:19])[CH:3]=2)[C:23](=[O:25])[C:22]2=[CH:26][CH:27]=[CH:28][CH:29]=[C:21]12, predict the reactants needed to synthesize it. The reactants are: Cl[C:2]1([F:19])[C:12]([N:13]2[CH2:18][CH2:17][O:16][CH2:15][CH2:14]2)=[CH:11][CH:10]=[C:4]([NH:5][CH2:6][C@H:7]([OH:9])[CH3:8])[CH2:3]1.[C:20]1(=[O:30])[NH:24][C:23](=[O:25])[C:22]2=[CH:26][CH:27]=[CH:28][CH:29]=[C:21]12.[K].CN(C)C=O.